Dataset: Full USPTO retrosynthesis dataset with 1.9M reactions from patents (1976-2016). Task: Predict the reactants needed to synthesize the given product. (1) Given the product [CH3:33][O:34][C:35]([C:37]1[CH:38]=[C:39]2[C:44](=[CH:45][CH:46]=1)[N:43]=[C:42]([CH:47]=[CH:2][C:3](=[O:4])[C:5]1[CH:6]=[CH:7][C:8]([C:9]([N:55]3[CH2:57][CH2:58][CH2:59][CH2:60]3)=[O:11])=[CH:12][CH:13]=1)[CH:41]=[C:40]2[N:49]1[CH2:50][CH2:51][O:52][CH2:53][CH2:54]1)=[O:36], predict the reactants needed to synthesize it. The reactants are: Br[CH2:2][C:3]([C:5]1[CH:13]=[CH:12][C:8]([C:9]([OH:11])=O)=[CH:7][CH:6]=1)=[O:4].C1(P(C2C=CC=CC=2)C2C=CC=CC=2)C=CC=CC=1.[CH3:33][O:34][C:35]([C:37]1[CH:38]=[C:39]2[C:44](=[CH:45][CH:46]=1)[N:43]=[C:42]([CH:47]=O)[CH:41]=[C:40]2[N:49]1[CH2:54][CH2:53][O:52][CH2:51][CH2:50]1)=[O:36].[N:55]1[CH:60]=[CH:59][CH:58]=[CH:57]C=1. (2) Given the product [CH3:9][N:4]1[C:3](=[O:8])[CH:2]([CH3:1])[NH:6][C:5]1=[O:7], predict the reactants needed to synthesize it. The reactants are: [CH3:1][CH:2]1[NH:6][C:5](=[O:7])[NH:4][C:3]1=[O:8].[CH3:9]I. (3) Given the product [C:4]1(=[O:12])[N:5]([CH2:6][CH2:7][CH2:8][C:9]([O-:11])=[O:10])[C:1](=[O:13])[CH:2]=[CH:3]1.[Na+:18], predict the reactants needed to synthesize it. The reactants are: [C:1]1(=[O:13])[N:5]([CH2:6][CH2:7][CH2:8][C:9]([OH:11])=[O:10])[C:4](=[O:12])[CH:3]=[CH:2]1.C(=O)(O)[O-].[Na+:18]. (4) Given the product [CH3:7][C:8]1[C:9]([N:14]([CH2:31][O:32][CH2:33][CH2:34][O:35][CH3:36])[S:15]([C:18]2[S:19][CH:20]=[CH:21][C:22]=2[C:23]2[CH:28]=[CH:27][C:26]([CH2:29][OH:30])=[CH:25][CH:24]=2)(=[O:17])=[O:16])=[N:10][O:11][C:12]=1[CH3:13], predict the reactants needed to synthesize it. The reactants are: [H-].[Al+3].[Li+].[H-].[H-].[H-].[CH3:7][C:8]1[C:9]([N:14]([CH2:31][O:32][CH2:33][CH2:34][O:35][CH3:36])[S:15]([C:18]2[S:19][CH:20]=[CH:21][C:22]=2[C:23]2[CH:28]=[CH:27][C:26]([CH:29]=[O:30])=[CH:25][CH:24]=2)(=[O:17])=[O:16])=[N:10][O:11][C:12]=1[CH3:13].[OH-].[Na+]. (5) Given the product [CH2:1]([C:8]1[N:12]=[C:11]([NH2:17])[O:10][N:9]=1)[C:2]1[CH:7]=[CH:6][CH:5]=[CH:4][CH:3]=1, predict the reactants needed to synthesize it. The reactants are: [CH2:1]([C:8]1[N:12]=[C:11](C(Cl)(Cl)Cl)[O:10][N:9]=1)[C:2]1[CH:7]=[CH:6][CH:5]=[CH:4][CH:3]=1.[NH3:17]. (6) Given the product [Cl:1][C:2]1[C:3]2[C:10]([I:11])=[CH:9][N:8]([CH:12]3[CH2:16][C@@H:27]([OH:22])[C@@H:26]([OH:30])[CH2:29]3)[C:4]=2[N:5]=[CH:6][N:7]=1, predict the reactants needed to synthesize it. The reactants are: [Cl:1][C:2]1[C:3]2[C:10]([I:11])=[CH:9][N:8]([CH:12]3[CH2:16]C=CC3)[C:4]=2[N:5]=[CH:6][N:7]=1.O.C[N+]1([O-])CC[O:22]CC1.[C:26]([OH:30])([CH3:29])(C)[CH3:27].